Task: Predict the reaction yield, written as a fraction of the theoretical maximum amount of product (1.0 means a 100% yield; for example, 0.34 means a 34% yield).. Dataset: Reaction yield outcomes from USPTO patents with 853,638 reactions The reactants are [F:1][C:2]1[CH:3]=[C:4]2[C:8](=[CH:9][CH:10]=1)[NH:7][N:6]=[C:5]2[I:11].[Cl:12][CH2:13][C:14]#[C:15][CH2:16]O. No catalyst specified. The product is [Cl:12][CH2:13][C:14]#[C:15][CH2:16][N:7]1[C:8]2[C:4](=[CH:3][C:2]([F:1])=[CH:10][CH:9]=2)[C:5]([I:11])=[N:6]1. The yield is 0.580.